This data is from Full USPTO retrosynthesis dataset with 1.9M reactions from patents (1976-2016). The task is: Predict the reactants needed to synthesize the given product. (1) Given the product [C:6]([C@@H:4]([C@H:2]([C:1]([OH:10])=[O:9])[OH:3])[OH:5])([OH:8])=[O:7].[CH2:37]([C:39]1[CH:40]=[CH:41][C:42]([CH2:45][CH2:46][O:47][C:48]2[CH:61]=[CH:60][C:51]([CH2:52][C@H:53]3[S:57][C:56](=[O:58])[NH:55][C:54]3=[O:59])=[CH:50][CH:49]=2)=[N:43][CH:44]=1)[CH3:38], predict the reactants needed to synthesize it. The reactants are: [C:1]([OH:10])(=[O:9])[C@@H:2]([C@H:4]([C:6]([OH:8])=[O:7])[OH:5])[OH:3].C(O[C@H]([C@H](C(O)=O)OC(=O)C1C=CC=CC=1)C(O)=O)(=O)C1C=CC=CC=1.[CH2:37]([C:39]1[CH:40]=[CH:41][C:42]([CH2:45][CH2:46][O:47][C:48]2[CH:61]=[CH:60][C:51]([CH2:52][C@H:53]3[S:57][C:56](=[O:58])[NH:55][C:54]3=[O:59])=[CH:50][CH:49]=2)=[N:43][CH:44]=1)[CH3:38]. (2) The reactants are: [Br:1][C:2]1[N:6]=[CH:5][NH:4][N:3]=1.C([O-])([O-])=O.[Cs+].[Cs+].CS(C)=O.I[C:18]1[CH:23]=[CH:22][C:21]([O:24][C:25]([F:28])([F:27])[F:26])=[CH:20][CH:19]=1. Given the product [Br:1][C:2]1[N:6]=[CH:5][N:4]([C:18]2[CH:19]=[CH:20][C:21]([O:24][C:25]([F:26])([F:27])[F:28])=[CH:22][CH:23]=2)[N:3]=1, predict the reactants needed to synthesize it. (3) Given the product [Br:1][C:2]1[CH:3]=[CH:4][C:5]([O:12][CH2:13][CH2:14][CH3:15])=[C:6]([S:8]([NH:16][C@H:17]([CH2:20][C:21]2[C:29]3[C:24](=[CH:25][CH:26]=[CH:27][CH:28]=3)[NH:23][CH:22]=2)[CH2:18][OH:19])(=[O:10])=[O:9])[CH:7]=1, predict the reactants needed to synthesize it. The reactants are: [Br:1][C:2]1[CH:3]=[CH:4][C:5]([O:12][CH2:13][CH2:14][CH3:15])=[C:6]([S:8](Cl)(=[O:10])=[O:9])[CH:7]=1.[NH2:16][C@H:17]([CH2:20][C:21]1[C:29]2[C:24](=[CH:25][CH:26]=[CH:27][CH:28]=2)[NH:23][CH:22]=1)[CH2:18][OH:19]. (4) Given the product [F:1][C:2]1[C:11]([F:12])=[C:10]2[C:5]([N:6]=[CH:7][C:8](=[O:13])[N:9]2[CH2:21][CH2:22][N:23]2[CH2:28][CH2:27][CH:26]([NH:29][C:30](=[O:31])[O:32][C:33]([CH3:36])([CH3:35])[CH3:34])[CH2:25][CH2:24]2)=[CH:4][CH:3]=1, predict the reactants needed to synthesize it. The reactants are: [F:1][C:2]1[C:11]([F:12])=[C:10]2[C:5]([N:6]=[CH:7][C:8](=[O:13])[NH:9]2)=[CH:4][CH:3]=1.[H-].[Na+].CS(O[CH2:21][CH2:22][N:23]1[CH2:28][CH2:27][CH:26]([NH:29][C:30]([O:32][C:33]([CH3:36])([CH3:35])[CH3:34])=[O:31])[CH2:25][CH2:24]1)(=O)=O.COC1C=C2C(C=CC(=O)N2CCN2CCC(NC(=O)OC(C)(C)C)CC2)=CC=1. (5) Given the product [Cl:1][C:2]1[C:3]([O:25][CH3:26])=[CH:4][C:5]([O:23][CH3:24])=[C:6]([CH2:8][CH2:9][C:10]2([CH:18]3[CH2:22][CH2:21][CH2:20][CH2:19]3)[O:15][C:14](=[O:16])[C:13]([CH2:30][C:29]3[C:28]([Cl:27])=[CH:33][N:57]([CH3:56])[N:61]=3)=[C:12]([OH:17])[CH2:11]2)[CH:7]=1, predict the reactants needed to synthesize it. The reactants are: [Cl:1][C:2]1[C:3]([O:25][CH3:26])=[CH:4][C:5]([O:23][CH3:24])=[C:6]([CH2:8][CH2:9][C:10]2([CH:18]3[CH2:22][CH2:21][CH2:20][CH2:19]3)[O:15][C:14](=[O:16])[CH2:13][C:12](=[O:17])[CH2:11]2)[CH:7]=1.[Cl:27][C:28]1[CH:29]=[C:30](CCC2(C3CCCC3)OC(=O)CC(=O)C2)C=C[C:33]=1OC(C)C.CC1C=C(C)[N:57]2[N:61]=C(C=O)N=[C:56]2N=1. (6) Given the product [CH3:30][N:26]1[CH:27]=[CH:28][CH:29]=[C:25]1[C:23]1[CH:24]=[C:19]2[C:20](=[CH:21][C:22]=1[C:31]([F:32])([F:33])[F:34])[NH:35][C:36](=[O:37])[N:6]([NH:5][S:2]([CH3:1])(=[O:4])=[O:3])[C:18]2=[O:17], predict the reactants needed to synthesize it. The reactants are: [CH3:1][S:2]([NH:5][NH2:6])(=[O:4])=[O:3].CCN(C(C)C)C(C)C.C[O:17][C:18](=O)[C:19]1[CH:24]=[C:23]([C:25]2[N:26]([CH3:30])[CH:27]=[CH:28][CH:29]=2)[C:22]([C:31]([F:34])([F:33])[F:32])=[CH:21][C:20]=1[NH:35][C:36](OC1C=CC(Cl)=CC=1)=[O:37]. (7) Given the product [N+:14]([C:17]1[CH:22]=[C:21]([C:2]2[CH:3]=[C:4]3[C:9](=[CH:10][CH:11]=2)[NH:8][C:7](=[O:12])[CH2:6][N:5]3[CH3:13])[CH:20]=[CH:19][CH:18]=1)([O-:16])=[O:15], predict the reactants needed to synthesize it. The reactants are: Br[C:2]1[CH:3]=[C:4]2[C:9](=[CH:10][CH:11]=1)[NH:8][C:7](=[O:12])[CH2:6][N:5]2[CH3:13].[N+:14]([C:17]1[CH:18]=[C:19](B(O)O)[CH:20]=[CH:21][CH:22]=1)([O-:16])=[O:15]. (8) The reactants are: [Cl:1][C:2]1[N:3]=[C:4](Cl)[C:5]2[CH2:11][CH2:10][N:9]([C:12]([O:14][C:15]([CH3:18])([CH3:17])[CH3:16])=[O:13])[CH2:8][C:6]=2[N:7]=1.[NH:20]1[C:28]2[C:23](=[CH:24][C:25]([NH2:29])=[CH:26][CH:27]=2)[CH:22]=[N:21]1.C([O-])([O-])=O.[Na+].[Na+]. Given the product [NH:20]1[C:28]2[C:23](=[CH:24][C:25]([NH:29][C:4]3[C:5]4[CH2:11][CH2:10][N:9]([C:12]([O:14][C:15]([CH3:18])([CH3:17])[CH3:16])=[O:13])[CH2:8][C:6]=4[N:7]=[C:2]([Cl:1])[N:3]=3)=[CH:26][CH:27]=2)[CH:22]=[N:21]1, predict the reactants needed to synthesize it.